From a dataset of Full USPTO retrosynthesis dataset with 1.9M reactions from patents (1976-2016). Predict the reactants needed to synthesize the given product. Given the product [NH2:10][C:4]1[C:5]([C:8]#[N:9])=[N:6][CH:7]=[C:2]([Br:1])[CH:3]=1, predict the reactants needed to synthesize it. The reactants are: [Br:1][C:2]1[CH:3]=[C:4]([N+:10]([O-])=O)[C:5]([C:8]#[N:9])=[N:6][CH:7]=1.